Binary Classification. Given a miRNA mature sequence and a target amino acid sequence, predict their likelihood of interaction. From a dataset of Experimentally validated miRNA-target interactions with 360,000+ pairs, plus equal number of negative samples. (1) The miRNA is hsa-miR-4263 with sequence AUUCUAAGUGCCUUGGCC. The protein sequence of the target gene is MFSRKKRELMKTPSISKKNRAGSPSPQPSGELPRKDGADAVFPGPSLEPPAGSSGVKATGTLKRPTSLSRHASAAGFPLSGAASWTLGRSHRSPLTAASPGELPTEGAGPDVVEDISHLLADVARFAEGLEKLKECVLRDDLLEARRPRAHECLGEALRVMHQIISKYPLLNTVETLTAAGTLIAKVKAFHYESNNDLEKQEFEKALETIAVAFSSTVSEFLMGEVDSSTLLAVPPGDSSQSMESLYGPGSEGTPPSLEDCDAGCLPAEEVDVLLQRCEGGVDAALLYAKNMAKYMKDLI.... Result: 0 (no interaction). (2) The miRNA is mmu-miR-1958 with sequence UAGGAAAGUGGAAGCAGUAAGU. The protein sequence of the target gene is MTNEEPLPKKVRLSETDFKVMARDELILRWKQYEAYVQALEGKYTDLNSNDVTGLRESEEKLKQQQQESARRENILVMRLATKEQEMQECTTQIQYLKQVQQPSVAQLRSTMVDPAINLFFLKMKGELEQTKDKLEQAQNELSAWKFTPDSQTGKKLMAKCRMLIQENQELGRQLSQGRIAQLEAELALQKKYSEELKSSQDELNDFIIQLDEEVEGMQSTILVLQQQLKETRQQLAQYQQQQSQASAPSTSRTTASEPVEQSEATSKDCSRLTNGPSNGSSSRQRTSGSGFHREGNTTE.... Result: 0 (no interaction).